Dataset: Peptide-MHC class I binding affinity with 185,985 pairs from IEDB/IMGT. Task: Regression. Given a peptide amino acid sequence and an MHC pseudo amino acid sequence, predict their binding affinity value. This is MHC class I binding data. (1) The peptide sequence is ILSLFLISLV. The MHC is HLA-A02:01 with pseudo-sequence HLA-A02:01. The binding affinity (normalized) is 0.901. (2) The peptide sequence is CIRNASKFVY. The MHC is HLA-A03:01 with pseudo-sequence HLA-A03:01. The binding affinity (normalized) is 0.0970. (3) The peptide sequence is EVCQATSQY. The MHC is HLA-B08:01 with pseudo-sequence HLA-B08:01. The binding affinity (normalized) is 0.213. (4) The peptide sequence is AEAEYEENKI. The MHC is H-2-Kk with pseudo-sequence H-2-Kk. The binding affinity (normalized) is 0.259.